Task: Regression. Given a peptide amino acid sequence and an MHC pseudo amino acid sequence, predict their binding affinity value. This is MHC class I binding data.. Dataset: Peptide-MHC class I binding affinity with 185,985 pairs from IEDB/IMGT (1) The peptide sequence is GYGRVNAGK. The MHC is HLA-B15:01 with pseudo-sequence HLA-B15:01. The binding affinity (normalized) is 0.0847. (2) The MHC is HLA-A02:03 with pseudo-sequence HLA-A02:03. The peptide sequence is FLKEEGGL. The binding affinity (normalized) is 0.462.